Dataset: Catalyst prediction with 721,799 reactions and 888 catalyst types from USPTO. Task: Predict which catalyst facilitates the given reaction. Reactant: [Na].[CH:2]1([N:7]2[CH:11]=[C:10]([C:12](OCC)=[O:13])[C:9]([NH:17][C:18]([NH:20][CH2:21][C:22]3[CH:27]=[CH:26][C:25]([O:28][CH3:29])=[CH:24][CH:23]=3)=[O:19])=[N:8]2)[CH2:6][CH2:5][CH2:4][CH2:3]1. Product: [CH:2]1([N:7]2[CH:11]=[C:10]3[C:9]([NH:17][C:18](=[O:19])[N:20]([CH2:21][C:22]4[CH:23]=[CH:24][C:25]([O:28][CH3:29])=[CH:26][CH:27]=4)[C:12]3=[O:13])=[N:8]2)[CH2:3][CH2:4][CH2:5][CH2:6]1. The catalyst class is: 8.